This data is from Catalyst prediction with 721,799 reactions and 888 catalyst types from USPTO. The task is: Predict which catalyst facilitates the given reaction. (1) Reactant: [Cl:1][C:2]([Cl:33])([Cl:32])[CH2:3][O:4][C:5](=[O:31])[NH:6][C:7]1[CH:12]=[CH:11][C:10]([S:13][C:14]2[CH:19]=[CH:18][C:17]([C:20](=[O:27])[NH:21][C:22]3[S:23][CH:24]=[N:25][N:26]=3)=[CH:16][C:15]=2[N+:28]([O-])=O)=[CH:9][CH:8]=1.[NH4+].[Cl-]. Product: [Cl:32][C:2]([Cl:1])([Cl:33])[CH2:3][O:4][C:5](=[O:31])[NH:6][C:7]1[CH:8]=[CH:9][C:10]([S:13][C:14]2[CH:19]=[CH:18][C:17]([C:20](=[O:27])[NH:21][C:22]3[S:23][CH:24]=[N:25][N:26]=3)=[CH:16][C:15]=2[NH2:28])=[CH:11][CH:12]=1. The catalyst class is: 292. (2) Reactant: [C:1]1([C:7]2[CH:12]=[CH:11][CH:10]=[CH:9][CH:8]=2)[CH:6]=[CH:5][CH:4]=[CH:3][CH:2]=1.[C:13](Cl)(=[O:20])[C:14]1[CH:19]=[CH:18][CH:17]=[CH:16][CH:15]=1.[Cl-].[Cl-].[Cl-].[Al+3].Cl. Product: [C:13]([C:4]1[CH:5]=[CH:6][C:1]([C:7]2[CH:8]=[CH:9][C:10]([C:13](=[O:20])[C:14]3[CH:19]=[CH:18][CH:17]=[CH:16][CH:15]=3)=[CH:11][CH:12]=2)=[CH:2][CH:3]=1)(=[O:20])[C:14]1[CH:19]=[CH:18][CH:17]=[CH:16][CH:15]=1. The catalyst class is: 641. (3) Reactant: [OH:1][CH:2]1[CH2:7][CH2:6][CH2:5][CH:4]([NH2:8])[CH2:3]1.C(=O)([O-])[O-].[K+].[K+].C(OCC)(=O)C.Cl[C:22]([O:24][CH2:25][C:26]1[CH:31]=[CH:30][CH:29]=[CH:28][CH:27]=1)=[O:23]. Product: [CH2:25]([O:24][C:22](=[O:23])[NH:8][CH:4]1[CH2:5][CH2:6][CH2:7][CH:2]([OH:1])[CH2:3]1)[C:26]1[CH:31]=[CH:30][CH:29]=[CH:28][CH:27]=1. The catalyst class is: 6. (4) Reactant: [Cl:1][C:2]1[CH:3]=[C:4]([CH2:8][C@@H:9]([NH:39]C(=O)OC(C)(C)C)[C:10]([N:12]2[CH2:17][CH2:16][CH:15]([N:18]3[N:27]=[C:26]([C:28]4[CH:33]=[CH:32][C:31]([O:34][CH3:35])=[C:30]([O:36][CH3:37])[CH:29]=4)[C@@H:25]4[C@@H:20]([CH2:21][CH2:22][CH2:23][CH2:24]4)[C:19]3=[O:38])[CH2:14][CH2:13]2)=[O:11])[CH:5]=[CH:6][CH:7]=1.Cl. Product: [NH2:39][C@H:9]([CH2:8][C:4]1[CH:5]=[CH:6][CH:7]=[C:2]([Cl:1])[CH:3]=1)[C:10]([N:12]1[CH2:13][CH2:14][CH:15]([N:18]2[N:27]=[C:26]([C:28]3[CH:33]=[CH:32][C:31]([O:34][CH3:35])=[C:30]([O:36][CH3:37])[CH:29]=3)[C@@H:25]3[C@@H:20]([CH2:21][CH2:22][CH2:23][CH2:24]3)[C:19]2=[O:38])[CH2:16][CH2:17]1)=[O:11]. The catalyst class is: 1. (5) Reactant: [Cl:1][C:2]1[CH:7]=[C:6](I)[C:5]([C:9]([F:12])([F:11])[F:10])=[CH:4][N:3]=1.[NH2:13][C:14]1[CH:19]=[CH:18][CH:17]=[CH:16][C:15]=1[S:20]([CH:23]([CH3:25])[CH3:24])(=[O:22])=[O:21].CC1(C)C2C(=C(P(C3C=CC=CC=3)C3C=CC=CC=3)C=CC=2)OC2C(P(C3C=CC=CC=3)C3C=CC=CC=3)=CC=CC1=2.C(=O)([O-])[O-].[Cs+].[Cs+]. Product: [Cl:1][C:2]1[CH:7]=[C:6]([NH:13][C:14]2[CH:19]=[CH:18][CH:17]=[CH:16][C:15]=2[S:20]([CH:23]([CH3:25])[CH3:24])(=[O:22])=[O:21])[C:5]([C:9]([F:12])([F:11])[F:10])=[CH:4][N:3]=1. The catalyst class is: 164. (6) Reactant: [F:1][C:2]1[CH:7]=[CH:6][C:5]([N:8]2[C:12]([C:13]([O:15][CH2:16][CH3:17])=[O:14])=[CH:11][N:10]=[C:9]2[CH2:18][OH:19])=[CH:4][CH:3]=1.CC(OI1(OC(C)=O)(OC(C)=O)OC(=O)C2C=CC=CC1=2)=O.[O-]S([O-])(=S)=O.[Na+].[Na+].C([O-])(O)=O.[Na+]. Product: [F:1][C:2]1[CH:3]=[CH:4][C:5]([N:8]2[C:12]([C:13]([O:15][CH2:16][CH3:17])=[O:14])=[CH:11][N:10]=[C:9]2[CH:18]=[O:19])=[CH:6][CH:7]=1. The catalyst class is: 4. (7) Reactant: [NH2:1][C:2]1[CH:10]=[C:9]([O:11][CH3:12])[CH:8]=[C:7]([O:13][CH3:14])[C:3]=1[C:4]([NH2:6])=[O:5].N1[CH:20]=[CH:19][CH:18]=[CH:17][CH:16]=1. Product: [CH3:14][O:13][C:7]1[CH:8]=[C:9]([O:11][CH3:12])[CH:10]=[C:2]2[C:3]=1[C:4](=[O:5])[NH:6][C:16]([C:17]1[CH:2]=[C:3]([CH3:4])[C:7]([O:13][CH3:14])=[C:19]([CH3:20])[CH:18]=1)=[N:1]2. The catalyst class is: 49. (8) Reactant: [Cl:1][C:2]1[CH:3]=[C:4]([C:24](O)=[O:25])[C:5]([C:17]2[CH:22]=[CH:21][CH:20]=[C:19]([F:23])[CH:18]=2)=[C:6](/[N:10]=[N:11]/[N:12]([CH2:15][CH3:16])[CH2:13][CH3:14])[C:7]=1[C:8]#[CH:9].C(N(CC)C(C)C)(C)C.F[P-](F)(F)(F)(F)F.[N:43]1([O:52][C:53](N(C)C)=[N+](C)C)[C:47]2C=CC=CC=2N=N1.Cl.CNOC.Cl. Product: [Cl:1][C:2]1[CH:3]=[C:4]([C:24]([N:43]([O:52][CH3:53])[CH3:47])=[O:25])[C:5]([C:17]2[CH:22]=[CH:21][CH:20]=[C:19]([F:23])[CH:18]=2)=[C:6](/[N:10]=[N:11]/[N:12]([CH2:15][CH3:16])[CH2:13][CH3:14])[C:7]=1[C:8]#[CH:9]. The catalyst class is: 35. (9) Reactant: [CH3:1][C:2]1[CH:3]=[CH:4][C:5]([NH:21][C:22]([C:24]2[CH:25]=[CH:26][C:27]([CH2:30][N:31]3[CH2:36][CH2:35][N:34]([CH3:37])[CH2:33][CH2:32]3)=[CH:28][CH:29]=2)=[O:23])=[CH:6][C:7]=1[NH:8][C:9]1[N:10]=[CH:11][CH:12]=[C:13]([C:15]2[CH:16]=[CH:17][CH:18]=[N:19][CH:20]=2)[N:14]=1.[Cl:38][CH:39]([Cl:43])[C:40]([OH:42])=[O:41]. Product: [CH3:1][C:2]1[CH:3]=[CH:4][C:5]([NH:21][C:22]([C:24]2[CH:29]=[CH:28][C:27]([CH2:30][N:31]3[CH2:32][CH2:33][N:34]([CH3:37])[CH2:35][CH2:36]3)=[CH:26][CH:25]=2)=[O:23])=[CH:6][C:7]=1[NH:8][C:9]1[N:10]=[CH:11][CH:12]=[C:13]([C:15]2[CH:16]=[CH:17][CH:18]=[N:19][CH:20]=2)[N:14]=1.[Cl:38][CH:39]([Cl:43])[C:40]([O-:42])=[O:41]. The catalyst class is: 8.